Dataset: Full USPTO retrosynthesis dataset with 1.9M reactions from patents (1976-2016). Task: Predict the reactants needed to synthesize the given product. (1) The reactants are: C([O:9][CH2:10][C:11]#[C:12][C:13](=O)[C:14]1[CH:19]=[CH:18][CH:17]=[CH:16][CH:15]=1)(=O)C1C=CC=CC=1.[CH3:21][NH:22][NH2:23].[OH-].[Li+]. Given the product [CH3:21][N:22]1[C:11]([CH2:10][OH:9])=[CH:12][C:13]([C:14]2[CH:19]=[CH:18][CH:17]=[CH:16][CH:15]=2)=[N:23]1, predict the reactants needed to synthesize it. (2) The reactants are: C(NC1N=C2C(N=C(OC)N2CCCC2CCOC2)=C(N)N=1)CCC.FC(F)(F)C(O)=O.[CH3:33][C@H:34]([O:38][C:39]1[NH:40][C:41]([NH2:50])=[C:42]2[C:46]([N:47]=1)=[N:45][C:44]([O:48][CH3:49])=[N:43]2)[CH2:35][CH2:36][CH3:37].Br[CH2:52][CH2:53][CH2:54][CH:55]1[CH2:60][CH2:59][O:58][CH2:57][CH2:56]1. Given the product [CH3:33][C@H:34]([O:38][C:39]1[N:47]=[C:46]2[C:42]([N:43]=[C:44]([O:48][CH3:49])[N:45]2[CH2:52][CH2:53][CH2:54][CH:55]2[CH2:60][CH2:59][O:58][CH2:57][CH2:56]2)=[C:41]([NH2:50])[N:40]=1)[CH2:35][CH2:36][CH3:37], predict the reactants needed to synthesize it. (3) Given the product [Cl:1][C:2]1[CH:3]=[CH:4][C:5]([CH2:6][N:7]2[C:15]3[C:10](=[CH:11][C:12]([C:16]([OH:18])=[O:17])=[CH:13][CH:14]=3)[C:9]([C:20](=[O:32])[C:21]([NH:23][C:24]3[CH:29]=[CH:28][N:27]=[C:26]([O:30][CH3:31])[CH:25]=3)=[O:22])=[C:8]2[CH3:33])=[CH:34][CH:35]=1, predict the reactants needed to synthesize it. The reactants are: [Cl:1][C:2]1[CH:35]=[CH:34][C:5]([CH2:6][N:7]2[C:15]3[C:10](=[CH:11][C:12]([C:16]([O:18]C)=[O:17])=[CH:13][CH:14]=3)[C:9]([C:20](=[O:32])[C:21]([NH:23][C:24]3[CH:29]=[CH:28][N:27]=[C:26]([O:30][CH3:31])[CH:25]=3)=[O:22])=[C:8]2[CH3:33])=[CH:4][CH:3]=1.[OH-].[Na+]. (4) Given the product [CH2:46]([O:48][C:49]([C:51]1([NH:60][C:6]([C:4]2[C:3]3[CH:9]=[CH:10][CH:11]=[CH:12][C:2]=3[S:1][CH:5]=2)=[O:8])[CH2:59][C:58]2[C:53](=[CH:54][CH:55]=[CH:56][CH:57]=2)[CH2:52]1)=[O:50])[CH3:47], predict the reactants needed to synthesize it. The reactants are: [S:1]1[CH:5]=[C:4]([C:6]([OH:8])=O)[C:3]2[CH:9]=[CH:10][CH:11]=[CH:12][C:2]1=2.CN(C(ON1N=NC2C=CC=CC1=2)=[N+](C)C)C.F[P-](F)(F)(F)(F)F.CCN(C(C)C)C(C)C.[CH2:46]([O:48][C:49]([C:51]1([NH2:60])[CH2:59][C:58]2[C:53](=[CH:54][CH:55]=[CH:56][CH:57]=2)[CH2:52]1)=[O:50])[CH3:47]. (5) Given the product [CH3:9][C:7]1[CH:8]=[C:2]([CH3:1])[C:3]([NH2:4])=[C:5]([N+:10]([O-:12])=[O:11])[CH:6]=1, predict the reactants needed to synthesize it. The reactants are: [CH3:1][C:2]1[CH:8]=[C:7]([CH3:9])[CH:6]=[CH:5][C:3]=1[NH2:4].[N+:10]([O-])([OH:12])=[O:11].Cl. (6) Given the product [CH3:1][C@H:2]1[CH2:3][N:4]([C:10]2[CH:17]=[CH:16][C:13]([CH:14]=[O:15])=[CH:12][CH:11]=2)[CH2:5][C@@H:6]([CH3:8])[O:7]1, predict the reactants needed to synthesize it. The reactants are: [CH3:1][C@H:2]1[O:7][C@@H:6]([CH3:8])[CH2:5][NH:4][CH2:3]1.F[C:10]1[CH:17]=[CH:16][C:13]([CH:14]=[O:15])=[CH:12][CH:11]=1.C(=O)([O-])[O-].[K+].[K+]. (7) The reactants are: [F:1][C:2]1[N:7]=[C:6]([F:8])[C:5]([F:9])=[C:4](F)[C:3]=1[F:11].[NH:12]1[CH2:17][CH2:16][O:15][CH2:14][CH2:13]1. Given the product [F:8][C:6]1[C:5]([F:9])=[C:4]([N:12]2[CH2:17][CH2:16][O:15][CH2:14][CH2:13]2)[C:3]([F:11])=[C:2]([F:1])[N:7]=1, predict the reactants needed to synthesize it. (8) Given the product [Br:9][C:10]1[C:11]([CH:15]=[O:16])=[CH:12][S:13][C:14]=1[Cl:1], predict the reactants needed to synthesize it. The reactants are: [Cl:1]N1C(=O)CCC1=O.[Br:9][C:10]1[C:11]([CH:15]=[O:16])=[CH:12][S:13][CH:14]=1.O. (9) Given the product [CH2:14]([O:13][C:11]([C:9]1[CH:10]=[C:6]([C:4]([O:3][CH2:1][CH3:2])=[O:5])[N:7]([C:21]2[CH:20]=[CH:19][CH:18]=[C:17]([Br:16])[CH:22]=2)[N:8]=1)=[O:12])[CH3:15], predict the reactants needed to synthesize it. The reactants are: [CH2:1]([O:3][C:4]([C:6]1[CH:10]=[C:9]([C:11]([O:13][CH2:14][CH3:15])=[O:12])[NH:8][N:7]=1)=[O:5])[CH3:2].[Br:16][C:17]1[CH:18]=[C:19](B(O)O)[CH:20]=[CH:21][CH:22]=1. (10) Given the product [Si:5]([O:21][CH2:20][C:19]1[CH:22]=[CH:23][C:16]([CH:15]=[O:14])=[CH:17][CH:18]=1)([C:1]([CH3:4])([CH3:3])[CH3:2])([CH3:8])[CH3:7], predict the reactants needed to synthesize it. The reactants are: [C:1]([Si:5]([CH3:8])([CH3:7])Cl)([CH3:4])([CH3:3])[CH3:2].N1C=CN=C1.[OH:14][CH2:15][C:16]1[CH:23]=[CH:22][C:19]([CH:20]=[O:21])=[CH:18][CH:17]=1.CCOC(C)=O.